This data is from Forward reaction prediction with 1.9M reactions from USPTO patents (1976-2016). The task is: Predict the product of the given reaction. (1) Given the reactants [OH:1][C:2]([CH2:24][S:25]([C:28]1[CH:33]=[CH:32][C:31]([O:34][CH3:35])=[CH:30][CH:29]=1)(=[O:27])=[O:26])([CH2:8][S:9]([C:12]1[CH:17]=[CH:16][C:15]([C:18]2[CH:23]=[CH:22][CH:21]=[CH:20][CH:19]=2)=[CH:14][CH:13]=1)(=[O:11])=[O:10])[C:3]([O:5]CC)=[O:4].[OH-].[Na+], predict the reaction product. The product is: [OH:1][C:2]([CH2:24][S:25]([C:28]1[CH:29]=[CH:30][C:31]([O:34][CH3:35])=[CH:32][CH:33]=1)(=[O:27])=[O:26])([CH2:8][S:9]([C:12]1[CH:13]=[CH:14][C:15]([C:18]2[CH:23]=[CH:22][CH:21]=[CH:20][CH:19]=2)=[CH:16][CH:17]=1)(=[O:11])=[O:10])[C:3]([OH:5])=[O:4]. (2) Given the reactants [F:1][C:2]1[CH:7]=[CH:6][C:5]([O:8][CH3:9])=[CH:4][C:3]=1[C:10]1[CH:15]=[CH:14][C:13]([CH:16]([OH:19])[CH:17]=[CH2:18])=[CH:12][CH:11]=1.[CH:20]1([C@@H:23]([C:30]2[CH:35]=[CH:34][C:33](I)=[C:32]([OH:37])[CH:31]=2)[C@H:24]([CH3:29])[C:25]([O:27][CH3:28])=[O:26])[CH2:22][CH2:21]1.C1(CNCC2CCCCC2)CCCCC1, predict the reaction product. The product is: [CH:20]1([C@@H:23]([C:30]2[CH:35]=[CH:34][C:33]([CH2:18][CH2:17][C:16]([C:13]3[CH:14]=[CH:15][C:10]([C:3]4[CH:4]=[C:5]([O:8][CH3:9])[CH:6]=[CH:7][C:2]=4[F:1])=[CH:11][CH:12]=3)=[O:19])=[C:32]([OH:37])[CH:31]=2)[C@H:24]([CH3:29])[C:25]([O:27][CH3:28])=[O:26])[CH2:22][CH2:21]1. (3) Given the reactants Br[C:2]1[CH:7]=[CH:6][CH:5]=[CH:4][C:3]=1[CH:8]([C:14]1[CH:19]=[CH:18][CH:17]=[CH:16][CH:15]=1)[CH2:9][O:10][CH2:11][O:12][CH3:13].[B:20]1([B:20]2[O:24][C:23]([CH3:26])([CH3:25])[C:22]([CH3:28])([CH3:27])[O:21]2)[O:24][C:23]([CH3:26])([CH3:25])[C:22]([CH3:28])([CH3:27])[O:21]1.C([O-])(=O)C.[K+], predict the reaction product. The product is: [CH3:13][O:12][CH2:11][O:10][CH2:9][CH:8]([C:3]1[CH:4]=[CH:5][CH:6]=[CH:7][C:2]=1[B:20]1[O:24][C:23]([CH3:26])([CH3:25])[C:22]([CH3:28])([CH3:27])[O:21]1)[C:14]1[CH:19]=[CH:18][CH:17]=[CH:16][CH:15]=1. (4) The product is: [CH2:51]([N:19]1[CH2:20][CH2:21][CH2:22][C@H:17]([NH:16][C:11]2[N:12]=[CH:13][CH:14]=[CH:15][C:10]=2[C:9]([NH:8][C:4]2[CH:5]=[CH:6][CH:7]=[C:2]([Cl:1])[CH:3]=2)=[O:23])[CH2:18]1)[C:52]1[CH:57]=[CH:56][CH:55]=[CH:54][CH:53]=1. Given the reactants [Cl:1][C:2]1[CH:3]=[C:4]([NH:8][C:9](=[O:23])[C:10]2[CH:15]=[CH:14][CH:13]=[N:12][C:11]=2[NH:16][C@H:17]2[CH2:22][CH2:21][CH2:20][NH:19][CH2:18]2)[CH:5]=[CH:6][CH:7]=1.ClC1C=C(NC(=O)C2C=CC=NC=2NC2CC(C)(C)NC(C)(C)C2)C=CC=1.[CH2:51](Cl)[C:52]1[CH:57]=[CH:56][CH:55]=[CH:54][CH:53]=1.BrCCO, predict the reaction product. (5) Given the reactants Cl[C:2]1[N:3]=[C:4]([N:19]2[CH2:24][CH2:23][O:22][CH2:21][CH2:20]2)[C:5]2[S:10][C:9]([C:11]3[CH:12]=[N:13][C:14](F)=[CH:15][CH:16]=3)=[C:8]([CH3:18])[C:6]=2[N:7]=1.[NH:25]1[CH2:30][CH2:29][S:28](=[O:32])(=[O:31])[CH2:27][CH2:26]1.CC1(C)C(C)(C)OB([C:41]2[CH:42]=[N:43][C:44]([NH2:47])=[N:45][CH:46]=2)O1.CC([O-])=O.[K+], predict the reaction product. The product is: [CH3:18][C:8]1[C:6]2[N:7]=[C:2]([C:41]3[CH:42]=[N:43][C:44]([NH2:47])=[N:45][CH:46]=3)[N:3]=[C:4]([N:19]3[CH2:24][CH2:23][O:22][CH2:21][CH2:20]3)[C:5]=2[S:10][C:9]=1[C:11]1[CH:12]=[N:13][C:14]([N:25]2[CH2:30][CH2:29][S:28](=[O:32])(=[O:31])[CH2:27][CH2:26]2)=[CH:15][CH:16]=1. (6) Given the reactants [NH2:1][C:2]1[C:3](=[O:21])[N:4]([CH2:13][C:14]2[CH:19]=[CH:18][C:17]([Cl:20])=[CH:16][CH:15]=2)[C:5](=[O:12])[N:6]([CH2:9][CH2:10][CH3:11])[C:7]=1[NH2:8].[OH:22][CH:23]([CH3:27])[C:24](O)=O.C(O)C.[OH-].[Na+], predict the reaction product. The product is: [Cl:20][C:17]1[CH:18]=[CH:19][C:14]([CH2:13][N:4]2[C:3](=[O:21])[C:2]3[NH:1][C:24]([CH:23]([OH:22])[CH3:27])=[N:8][C:7]=3[N:6]([CH2:9][CH2:10][CH3:11])[C:5]2=[O:12])=[CH:15][CH:16]=1. (7) Given the reactants CN(C)C=O.C(Cl)(=O)C(Cl)=O.[O:12]=[C:13]1[CH2:17][CH2:16][CH2:15][N:14]1[CH2:18][C:19]([NH2:21])=O.N1C=CC=CC=1, predict the reaction product. The product is: [O:12]=[C:13]1[CH2:17][CH2:16][CH2:15][N:14]1[CH2:18][C:19]#[N:21].